This data is from Reaction yield outcomes from USPTO patents with 853,638 reactions. The task is: Predict the reaction yield, written as a fraction of the theoretical maximum amount of product (1.0 means a 100% yield; for example, 0.34 means a 34% yield). (1) The reactants are [CH3:1][C:2]1([CH3:15])[CH2:7][CH2:6][C:5]([C:8]2[C:13]([NH2:14])=[CH:12][CH:11]=[CH:10][N:9]=2)=[CH:4][CH2:3]1.C1CN([P+](Br)(N2CCCC2)N2CCCC2)CC1.F[P-](F)(F)(F)(F)F.[K+].[C:41]([C:43]1[N:44]=[C:45]([C:56]([O-])=[O:57])[N:46]([CH2:48][O:49][CH2:50][CH2:51][Si:52]([CH3:55])([CH3:54])[CH3:53])[CH:47]=1)#[N:42].CCN(C(C)C)C(C)C. The catalyst is C(Cl)Cl. The product is [CH3:1][C:2]1([CH3:15])[CH2:7][CH2:6][C:5]([C:8]2[C:13]([NH:14][C:56]([C:45]3[N:46]([CH2:48][O:49][CH2:50][CH2:51][Si:52]([CH3:55])([CH3:54])[CH3:53])[CH:47]=[C:43]([C:41]#[N:42])[N:44]=3)=[O:57])=[CH:12][CH:11]=[CH:10][N:9]=2)=[CH:4][CH2:3]1. The yield is 0.530. (2) The reactants are [CH:1]1[C:10]2[C:5](=[CH:6][CH:7]=[N:8][CH:9]=2)[CH:4]=[C:3]([C:11]([O-:13])=O)[N:2]=1.[NH2:14][NH2:15].Cl.[N:17]([O-])=O.[Na+].C([O-])(O)=O.[Na+]. The catalyst is O.C(O)C. The product is [CH:1]1[C:10]2[C:5](=[CH:6][CH:7]=[N:8][CH:9]=2)[CH:4]=[C:3]([C:11]([N:14]=[N+:15]=[N-:17])=[O:13])[N:2]=1. The yield is 0.950.